Dataset: Reaction yield outcomes from USPTO patents with 853,638 reactions. Task: Predict the reaction yield, written as a fraction of the theoretical maximum amount of product (1.0 means a 100% yield; for example, 0.34 means a 34% yield). (1) The reactants are [CH3:1][O:2][C:3](=[O:9])[CH2:4][CH2:5][CH:6]([CH3:8])[CH3:7].[Li+].CC([N-]C(C)C)C.Br[CH2:19][C:20]([O:22][C:23]([CH3:26])([CH3:25])[CH3:24])=[O:21].OP([O-])(O)=O.[K+]. The catalyst is C1COCC1. The product is [CH3:1][O:2][C:3](=[O:9])[CH:4]([CH2:5][CH:6]([CH3:8])[CH3:7])[CH2:19][C:20]([O:22][C:23]([CH3:26])([CH3:25])[CH3:24])=[O:21]. The yield is 0.590. (2) The reactants are [NH2:1][C:2]1[N:7]=[C:6]([CH2:8][O:9]/[N:10]=[C:11](/[C:19]2[CH:24]=[CH:23][CH:22]=[CH:21][CH:20]=2)\[C:12]2[N:13](C)[O:14][C:15](=[O:17])[N:16]=2)[CH:5]=[CH:4][CH:3]=1.FC1C=CC([ClH][C:33](=O)[O-:34])=CC=1.N1C=CC=C[CH:37]=1.[CH3:42][C:43]([OH:48])([CH2:45][C:46]#[CH:47])[CH3:44]. The catalyst is C(#N)C. The product is [CH3:37][N:16]1[C:15](=[O:17])[O:14][N:13]=[C:12]1/[C:11](=[N:10]\[O:9][CH2:8][C:6]1[N:7]=[C:2]([NH:1][C:33](=[O:34])[O:48][C:43]([CH3:44])([CH2:45][CH2:46][CH3:47])[CH3:42])[CH:3]=[CH:4][CH:5]=1)/[C:19]1[CH:24]=[CH:23][CH:22]=[CH:21][CH:20]=1. The yield is 0.400. (3) The reactants are [CH3:1][S:2]([C:5]1[CH:10]=[CH:9][CH:8]=[CH:7][C:6]=1[C:11]1[CH:16]=[CH:15][C:14]([N:17]2[C:25](=[O:26])[C:24]3[N:23]([C:27]4[CH:28]=[C:29]([CH:32]=[CH:33][CH:34]=4)[C:30]#[N:31])[CH:22]=[N:21][C:20]=3[N:19]([CH2:35][CH2:36][CH3:37])[C:18]2=[O:38])=[CH:13][CH:12]=1)(=[O:4])=[O:3].Cl. The catalyst is [Pd].CO. The product is [NH2:31][CH2:30][C:29]1[CH:28]=[C:27]([N:23]2[C:24]3[C:25](=[O:26])[N:17]([C:14]4[CH:13]=[CH:12][C:11]([C:6]5[CH:7]=[CH:8][CH:9]=[CH:10][C:5]=5[S:2]([CH3:1])(=[O:4])=[O:3])=[CH:16][CH:15]=4)[C:18](=[O:38])[N:19]([CH2:35][CH2:36][CH3:37])[C:20]=3[N:21]=[CH:22]2)[CH:34]=[CH:33][CH:32]=1. The yield is 0.350. (4) The reactants are [CH3:1][O:2][C:3](=[O:17])[C:4]([NH2:16])([CH3:15])[CH2:5][C:6]1[C:14]2[C:9](=[CH:10][CH:11]=[CH:12][CH:13]=2)[NH:8][CH:7]=1.[OH:18][C:19]1[CH:20]=[C:21]([CH:24]=[CH:25][CH:26]=1)[CH:22]=O.FC(F)(F)C(O)=O. No catalyst specified. The product is [CH3:1][O:2][C:3]([C:4]1([CH3:15])[CH2:5][C:6]2[C:14]3[C:9](=[CH:10][CH:11]=[CH:12][CH:13]=3)[NH:8][C:7]=2[CH:22]([C:21]2[CH:24]=[CH:25][CH:26]=[C:19]([OH:18])[CH:20]=2)[NH:16]1)=[O:17]. The yield is 0.140. (5) The reactants are F[C:2]1[C:7]([F:8])=[C:6]([F:9])[C:5]([F:10])=[C:4]([F:11])[C:3]=1[F:12].[CH-:13]1[CH:17]=[CH:16][CH:15]=[CH:14]1.[Na+].Cl[Si:20]([CH3:23])([CH3:22])[CH3:21]. The catalyst is O1CCCC1. The product is [F:12][C:3]1[C:2]([C:13]2([Si:20]([CH3:23])([CH3:22])[CH3:21])[CH:17]=[CH:16][CH:15]=[CH:14]2)=[C:7]([F:8])[C:6]([F:9])=[C:5]([F:10])[C:4]=1[F:11]. The yield is 0.790.